Regression. Given a target protein amino acid sequence and a drug SMILES string, predict the binding affinity score between them. We predict pIC50 (pIC50 = -log10(IC50 in M); higher means more potent). Dataset: bindingdb_ic50. From a dataset of Drug-target binding data from BindingDB using IC50 measurements. (1) The compound is CCCCN(Cc1cc(OC)ccc1OC)c1ccc2nc(N)nc(N)c2c1. The target protein (P16184) has sequence MNQQKSLTLIVALTTSYGIGRSNSLPWKLKKEISYFKRVTSFVPTFDSFESMNVVLMGRKTWESIPLQFRPLKGRINVVITRNESLDLGNGIHSAKSLDHALELLYRTYGSESSVQINRIFVIGGAQLYKAAMDHPKLDRIMATIIYKDIHCDVFFPLKFRDKEWSSVWKKEKHSDLESWVGTKVPHGKINEDGFDYEFEMWTRDL. The pIC50 is 7.6. (2) The compound is CNc1ncnc2c1ncn2C1CC(OP(=O)(O)O)C2(COP(=O)(O)O)CC12. The target protein (P49652) has sequence MTEALISAALNGTQPELLAGGWAAGNASTKCSLTKTGFQFYYLPTVYILVFITGFLGNSVAIWMFVFHMRPWSGISVYMFNLALADFLYVLTLPALIFYYFNKTDWIFGDVMCKLQRFIFHVNLYGSILFLTCISVHRYTGVVHPLKSLGRLKKKNAVYVSSLVWALVVAVIAPILFYSGTGVRRNKTITCYDTTADEYLRSYFVYSMCTTVFMFCIPFIVILGCYGLIVKALIYKDLDNSPLRRKSIYLVIIVLTVFAVSYLPFHVMKTLNLRARLDFQTPQMCAFNDKVYATYQVTRGLASLNSCVDPILYFLAGDTFRRRLSRATRKSSRRSEPNVQSKSEEMTLNILTEYKQNGDTSL. The pIC50 is 6.8.